Dataset: Forward reaction prediction with 1.9M reactions from USPTO patents (1976-2016). Task: Predict the product of the given reaction. (1) Given the reactants [CH3:1][C:2]1[CH:7]=[CH:6][N:5]2[CH:8]=[C:9]([CH2:11][C@@H:12]3[CH2:17][CH2:16][CH2:15][CH2:14][N:13]3[C:18]([C:20]3[C:25]([O:26][CH2:27][CH2:28][CH3:29])=[CH:24][CH:23]=[C:22]([CH3:30])[N:21]=3)=[O:19])[N:10]=[C:4]2[C:3]=1[CH3:31].[ClH:32], predict the reaction product. The product is: [ClH:32].[CH3:1][C:2]1[CH:7]=[CH:6][N:5]2[CH:8]=[C:9]([CH2:11][C@@H:12]3[CH2:17][CH2:16][CH2:15][CH2:14][N:13]3[C:18]([C:20]3[C:25]([O:26][CH2:27][CH2:28][CH3:29])=[CH:24][CH:23]=[C:22]([CH3:30])[N:21]=3)=[O:19])[N:10]=[C:4]2[C:3]=1[CH3:31]. (2) The product is: [ClH:10].[CH3:12][O:6][C:5]([CH:2]1[CH2:3][CH2:4][NH:1]1)=[O:7]. Given the reactants [NH:1]1[CH2:4][CH2:3][CH:2]1[C:5]([OH:7])=[O:6].S(Cl)([Cl:10])=O.[CH3:12]O, predict the reaction product. (3) The product is: [CH3:43][C:44]1[CH:45]=[CH:46][C:47]([C:50]2[C:54]([C:55]([N:1]3[CH2:5][CH2:4][CH:3]([C:6]4[CH:7]=[N:8][CH:9]=[CH:10][CH:11]=4)[CH2:2]3)=[O:56])=[CH:53][O:52][N:51]=2)=[CH:48][CH:49]=1. Given the reactants [NH:1]1[CH2:5][CH2:4][CH:3]([C:6]2[CH:7]=[N:8][CH:9]=[CH:10][CH:11]=2)[CH2:2]1.CN(C(ON1N=NC2C=CC=CC1=2)=[N+](C)C)C.[B-](F)(F)(F)F.C(N(C(C)C)C(C)C)C.[CH3:43][C:44]1[CH:49]=[CH:48][C:47]([C:50]2[C:54]([C:55](O)=[O:56])=[CH:53][O:52][N:51]=2)=[CH:46][CH:45]=1, predict the reaction product. (4) Given the reactants [CH3:1][N:2]1[CH:6]=[C:5]([C:7]([OH:9])=O)[N:4]=[CH:3]1.C([N:12]1[CH:16]=[CH:15][N:14]=[CH:13]1)([N:12]1[CH:16]=[CH:15][N:14]=[CH:13]1)=O, predict the reaction product. The product is: [N:12]1([C:7]([C:5]2[N:4]=[CH:3][N:2]([CH3:1])[CH:6]=2)=[O:9])[CH:16]=[CH:15][N:14]=[CH:13]1. (5) Given the reactants [CH3:1][SiH:2]([CH3:4])[CH3:3].[CH3:5][C:6]([OH:10])([CH:8]=[CH2:9])[CH3:7].[SiH4], predict the reaction product. The product is: [CH3:5][C:6]([OH:10])([CH2:8][CH2:9][Si:2]([CH3:4])([CH3:3])[CH3:1])[CH3:7]. (6) Given the reactants [H-].[Na+].Cl[CH2:4][CH2:5][CH2:6][CH2:7][C:8]([NH:10][C@H:11]([C:13]1[CH:18]=[CH:17][CH:16]=[CH:15][CH:14]=1)[CH3:12])=[O:9], predict the reaction product. The product is: [C:13]1([C@@H:11]([N:10]2[CH2:4][CH2:5][CH2:6][CH2:7][C:8]2=[O:9])[CH3:12])[CH:18]=[CH:17][CH:16]=[CH:15][CH:14]=1.